From a dataset of Reaction yield outcomes from USPTO patents with 853,638 reactions. Predict the reaction yield, written as a fraction of the theoretical maximum amount of product (1.0 means a 100% yield; for example, 0.34 means a 34% yield). (1) The reactants are [Cl:1][C:2]1[CH:3]=[C:4]([C:8]2[C:13]3[N:14]=[CH:15][S:16][C:12]=3[CH:11]=[C:10]([CH3:17])[C:9]=2[F:18])[CH:5]=[CH:6][CH:7]=1.C1C(=O)N([Br:26])C(=O)C1. The catalyst is C(Cl)(Cl)(Cl)Cl.C(OOC(=O)C1C=CC=CC=1)(=O)C1C=CC=CC=1. The product is [Br:26][CH2:17][C:10]1[C:9]([F:18])=[C:8]([C:4]2[CH:5]=[CH:6][CH:7]=[C:2]([Cl:1])[CH:3]=2)[C:13]2[N:14]=[CH:15][S:16][C:12]=2[CH:11]=1. The yield is 0.490. (2) The reactants are [Cl-].O[NH3+:3].[C:4](=[O:7])([O-])[OH:5].[Na+].CS(C)=O.[O:13]=[C:14]1[C:19]([CH2:20][C:21]2[CH:26]=[CH:25][C:24]([C:27]3[C:28]([C:33]#[N:34])=[CH:29][CH:30]=[CH:31][CH:32]=3)=[CH:23][CH:22]=2)=[C:18]([CH2:35][CH2:36][CH3:37])[N:17]2[N:38]=[CH:39][N:40]=[C:16]2[N:15]1[CH:41]1[CH2:46][CH2:45][CH2:44][O:43][CH2:42]1. The catalyst is C(OCC)(=O)C. The product is [O:7]=[C:4]1[O:5][N:3]=[C:33]([C:28]2[CH:29]=[CH:30][CH:31]=[CH:32][C:27]=2[C:24]2[CH:23]=[CH:22][C:21]([CH2:20][C:19]3[C:14](=[O:13])[N:15]([CH:41]4[CH2:46][CH2:45][CH2:44][O:43][CH2:42]4)[C:16]4[N:17]([N:38]=[CH:39][N:40]=4)[C:18]=3[CH2:35][CH2:36][CH3:37])=[CH:26][CH:25]=2)[NH:34]1. The yield is 0.180. (3) The reactants are S(=O)(=O)(O)N.[C:6]1([S:12][C:13]2[CH:20]=[CH:19][C:16]([CH:17]=[O:18])=[CH:15][CH:14]=2)[CH:11]=[CH:10][CH:9]=[CH:8][CH:7]=1.Cl([O-])=[O:22].[Na+].[OH2:25]. The catalyst is CC(C)=O. The product is [C:6]1([S:12]([C:13]2[CH:20]=[CH:19][C:16]([C:17]([OH:22])=[O:18])=[CH:15][CH:14]=2)=[O:25])[CH:7]=[CH:8][CH:9]=[CH:10][CH:11]=1. The yield is 0.850. (4) The reactants are C[O:2][C:3](=[O:31])[CH:4]=[C:5]([C:7]1[CH:8]=[C:9]2[C:13](=[CH:14][CH:15]=1)[NH:12][N:11]=[C:10]2[C:16]1[CH:21]=[C:20]([CH:22]([CH3:24])[CH3:23])[CH:19]=[C:18]([CH:25]([CH3:27])[CH3:26])[C:17]=1[O:28][CH2:29][CH3:30])[CH3:6].Cl. The catalyst is CO.[OH-].[Na+]. The product is [CH2:29]([O:28][C:17]1[C:18]([CH:25]([CH3:27])[CH3:26])=[CH:19][C:20]([CH:22]([CH3:23])[CH3:24])=[CH:21][C:16]=1[C:10]1[C:9]2[C:13](=[CH:14][CH:15]=[C:7]([C:5]([CH3:6])=[CH:4][C:3]([OH:31])=[O:2])[CH:8]=2)[NH:12][N:11]=1)[CH3:30]. The yield is 0.100. (5) The reactants are CN1CCCN(C)C1=O.C[Si]([N-][Si](C)(C)C)(C)C.[Li+].[CH2:20]=[C:21]1[CH2:27][CH:26]([S:28]([C:31]2[CH:36]=[CH:35][CH:34]=[CH:33][CH:32]=2)(=[O:30])=[O:29])[C:25]2[CH:37]=[C:38]([C:41]([O:43][CH3:44])=[O:42])[CH:39]=[CH:40][C:24]=2[O:23][CH2:22]1.[CH2:45](Br)[C:46]1[CH:51]=[CH:50][CH:49]=[CH:48][CH:47]=1.Cl. The catalyst is O1CCCC1.ClCCl.O. The product is [CH2:45]([C:26]1([S:28]([C:31]2[CH:36]=[CH:35][CH:34]=[CH:33][CH:32]=2)(=[O:30])=[O:29])[C:25]2[CH:37]=[C:38]([C:41]([O:43][CH3:44])=[O:42])[CH:39]=[CH:40][C:24]=2[O:23][CH2:22][C:21](=[CH2:20])[CH2:27]1)[C:46]1[CH:51]=[CH:50][CH:49]=[CH:48][CH:47]=1. The yield is 0.860. (6) The reactants are [NH2:1][C:2]1[N:7]=[CH:6][C:5]([N:8]2[CH:13]3[CH2:14][CH2:15][CH:9]2[CH2:10][N:11]([C:16]([O:18][C:19]([CH3:22])([CH3:21])[CH3:20])=[O:17])[CH2:12]3)=[CH:4][CH:3]=1.Br[C:24]1[C:25](=[O:32])[N:26]([CH3:31])[CH:27]=[C:28]([Br:30])[CH:29]=1.CC1(C)C2C(=C(P(C3C=CC=CC=3)C3C=CC=CC=3)C=CC=2)OC2C(P(C3C=CC=CC=3)C3C=CC=CC=3)=CC=CC1=2.C([O-])([O-])=O.[Cs+].[Cs+]. The catalyst is C1C=CC(/C=C/C(/C=C/C2C=CC=CC=2)=O)=CC=1.C1C=CC(/C=C/C(/C=C/C2C=CC=CC=2)=O)=CC=1.C1C=CC(/C=C/C(/C=C/C2C=CC=CC=2)=O)=CC=1.[Pd].[Pd].O1CCOCC1. The product is [Br:30][C:28]1[CH:29]=[C:24]([NH:1][C:2]2[N:7]=[CH:6][C:5]([N:8]3[CH:9]4[CH2:15][CH2:14][CH:13]3[CH2:12][N:11]([C:16]([O:18][C:19]([CH3:22])([CH3:21])[CH3:20])=[O:17])[CH2:10]4)=[CH:4][CH:3]=2)[C:25](=[O:32])[N:26]([CH3:31])[CH:27]=1. The yield is 0.430.